From a dataset of Forward reaction prediction with 1.9M reactions from USPTO patents (1976-2016). Predict the product of the given reaction. Given the reactants [CH2:1]([Mg]Br)[CH:2]([CH3:4])[CH3:3].C[Zn]C.[F:10][C:11]1[CH:24]=[CH:23][CH:22]=[CH:21][C:12]=1/[CH:13]=[N:14]/[S@@:15]([C:17]([CH3:20])([CH3:19])[CH3:18])=[O:16], predict the reaction product. The product is: [F:10][C:11]1[CH:24]=[CH:23][CH:22]=[CH:21][C:12]=1[C@@H:13]([NH:14][S@:15]([C:17]([CH3:20])([CH3:19])[CH3:18])=[O:16])[CH2:1][CH:2]([CH3:4])[CH3:3].